From a dataset of Forward reaction prediction with 1.9M reactions from USPTO patents (1976-2016). Predict the product of the given reaction. (1) Given the reactants [NH2:1][C@H:2]([C:7]([OH:9])=[O:8])[CH2:3][CH:4]([CH3:6])[CH3:5].C(N(CC)CC)C.N1([C:26]([C:28]2[CH:53]=[CH:52][C:31]([O:32][CH2:33][C:34]([N:36]([CH:49]([CH3:51])[CH3:50])[CH2:37][C:38]3[O:42][N:41]=[C:40]([C:43]4[CH:48]=[CH:47][CH:46]=[CH:45][CH:44]=4)[N:39]=3)=[O:35])=[CH:30][CH:29]=2)=[O:27])C2C=CC=CC=2N=N1, predict the reaction product. The product is: [CH:49]([N:36]([CH2:37][C:38]1[O:42][N:41]=[C:40]([C:43]2[CH:48]=[CH:47][CH:46]=[CH:45][CH:44]=2)[N:39]=1)[C:34](=[O:35])[CH2:33][O:32][C:31]1[CH:30]=[CH:29][C:28]([C:26]([NH:1][CH:2]([CH2:3][CH:4]([CH3:6])[CH3:5])[C:7]([OH:9])=[O:8])=[O:27])=[CH:53][CH:52]=1)([CH3:51])[CH3:50]. (2) Given the reactants [CH2:1]([O:5][C:6]1[C:15]2[C:10](=[CH:11][CH:12]=[C:13]([O:16][CH2:17][CH3:18])[CH:14]=2)[C:9](=[O:19])[N:8]([CH2:20][C:21]([CH3:24])([CH3:23])[CH3:22])[C:7]=1[CH2:25]O)[CH2:2][CH2:3][CH3:4].S(Cl)([Cl:29])=O.C(=O)([O-])O.[Na+], predict the reaction product. The product is: [CH2:1]([O:5][C:6]1[C:15]2[C:10](=[CH:11][CH:12]=[C:13]([O:16][CH2:17][CH3:18])[CH:14]=2)[C:9](=[O:19])[N:8]([CH2:20][C:21]([CH3:24])([CH3:23])[CH3:22])[C:7]=1[CH2:25][Cl:29])[CH2:2][CH2:3][CH3:4]. (3) Given the reactants [F:1][C:2]1[CH:7]=[C:6]([F:8])[C:5]([F:9])=[CH:4][C:3]=1[N:10]1[CH2:15][CH2:14][NH:13][CH2:12][CH2:11]1.Cl[CH2:17][CH2:18][N:19]1[C:28](=[O:29])[CH2:27][C:22]2([CH2:26][CH2:25][CH2:24][CH2:23]2)[CH2:21][C:20]1=[O:30], predict the reaction product. The product is: [F:1][C:2]1[CH:7]=[C:6]([F:8])[C:5]([F:9])=[CH:4][C:3]=1[N:10]1[CH2:11][CH2:12][N:13]([CH2:17][CH2:18][N:19]2[C:20](=[O:30])[CH2:21][C:22]3([CH2:26][CH2:25][CH2:24][CH2:23]3)[CH2:27][C:28]2=[O:29])[CH2:14][CH2:15]1. (4) Given the reactants Cl[CH2:2][CH2:3][CH2:4][O:5][C:6]1[CH:7]=[CH:8][C:9]2[N:13]=[CH:12][N:11]([C:14]3[S:15][C:16]([C:26]([NH2:28])=[O:27])=[C:17]([C:19]4[CH:24]=[CH:23][CH:22]=[C:21]([Cl:25])[CH:20]=4)[N:18]=3)[C:10]=2[CH:29]=1.[C:30](=[O:33])([O-])[O-].[K+].[K+].[I-].[K+].[NH2:38][CH2:39][CH2:40][OH:41].[CH3:42]N(C)C=O, predict the reaction product. The product is: [OH:41][CH2:40][CH2:39][N:38]([CH2:42][CH2:30][OH:33])[CH2:2][CH2:3][CH2:4][O:5][C:6]1[CH:7]=[CH:8][C:9]2[N:13]=[CH:12][N:11]([C:14]3[S:15][C:16]([C:26]([NH2:28])=[O:27])=[C:17]([C:19]4[CH:24]=[CH:23][CH:22]=[C:21]([Cl:25])[CH:20]=4)[N:18]=3)[C:10]=2[CH:29]=1. (5) Given the reactants [O-][CH2:2]CCC.[K+].C[C:8]1[CH:13]=[CH:12][C:11]([NH:14][C:15]2[N:20]=[C:19]([C:21]3[CH:22]=[N:23][CH:24]=[CH:25][CH:26]=3)[CH:18]=[CH:17][N:16]=2)=[CH:10][C:9]=1[NH2:27].C([O:30][C:31](=O)[C:32]1[CH:37]=[CH:36][C:35]([CH2:38][N:39]2[CH2:44][CH2:43][N:42]([CH3:45])[CH2:41][CH2:40]2)=[CH:34][CH:33]=1)C, predict the reaction product. The product is: [CH3:2][C:12]1[CH:13]=[CH:8][C:9]([NH:27][C:31]([C:32]2[CH:37]=[CH:36][C:35]([CH2:38][N:39]3[CH2:40][CH2:41][N:42]([CH3:45])[CH2:43][CH2:44]3)=[CH:34][CH:33]=2)=[O:30])=[CH:10][C:11]=1[NH:14][C:15]1[N:16]=[CH:17][CH:18]=[C:19]([C:21]2[CH:26]=[CH:25][CH:24]=[N:23][CH:22]=2)[N:20]=1.